This data is from Full USPTO retrosynthesis dataset with 1.9M reactions from patents (1976-2016). The task is: Predict the reactants needed to synthesize the given product. (1) Given the product [O:63]=[S:60]1(=[O:64])[CH2:61][CH2:62][N:57]([C:16]([C:15]2[CH:14]=[CH:13][C:12]([NH:11][C:9]3[NH:8][C:7]4=[N:21][CH:22]=[CH:23][C:6]4=[C:5]([NH:4][CH2:3][C:2]([F:1])([F:24])[F:25])[N:10]=3)=[CH:20][CH:19]=2)=[O:17])[CH2:58][CH2:59]1, predict the reactants needed to synthesize it. The reactants are: [F:1][C:2]([F:25])([F:24])[CH2:3][NH:4][C:5]1[N:10]=[C:9]([NH:11][C:12]2[CH:20]=[CH:19][C:15]([C:16](O)=[O:17])=[CH:14][CH:13]=2)[NH:8][C:7]2=[N:21][CH:22]=[CH:23][C:6]=12.CCN(C(C)C)C(C)C.CN(C(ON1N=NC2C=CC=CC1=2)=[N+](C)C)C.[B-](F)(F)(F)F.[NH:57]1[CH2:62][CH2:61][S:60](=[O:64])(=[O:63])[CH2:59][CH2:58]1. (2) Given the product [NH:8]1[C:9]2[C:5](=[CH:4][CH:3]=[C:2]([N:1]3[CH2:19][CH2:18][O:17][CH2:16][CH2:15]3)[CH:10]=2)[CH:6]=[CH:7]1, predict the reactants needed to synthesize it. The reactants are: [NH2:1][C:2]1[CH:10]=[C:9]2[C:5]([CH:6]=[CH:7][N:8]2C(=O)C)=[CH:4][CH:3]=1.Br[CH2:15][CH2:16][O:17][CH2:18][CH2:19]Br.CCN(C(C)C)C(C)C. (3) Given the product [CH3:1][NH:2][N:3]=[CH:16][C:14](=[O:15])[C:8]1[CH:13]=[CH:12][CH:11]=[CH:10][CH:9]=1, predict the reactants needed to synthesize it. The reactants are: [CH3:1][NH:2][NH2:3].C(O)(=O)C.[C:8]1([C:14]([CH:16]=O)=[O:15])[CH:13]=[CH:12][CH:11]=[CH:10][CH:9]=1. (4) Given the product [NH2:24][C:20]1[CH:19]=[C:18]([C:14]2[CH:13]=[C:12]3[C:17]([C:9]([C:6]4[CH:5]=[CH:4][C:3]([O:2][CH3:1])=[CH:8][CH:7]=4)=[CH:10][N:11]3[C:27]3[N:32]=[CH:31][N:30]=[C:29]([NH:33][CH3:34])[CH:28]=3)=[CH:16][CH:15]=2)[CH:23]=[CH:22][CH:21]=1, predict the reactants needed to synthesize it. The reactants are: [CH3:1][O:2][C:3]1[CH:8]=[CH:7][C:6]([C:9]2[C:17]3[C:12](=[CH:13][C:14]([C:18]4[CH:23]=[CH:22][CH:21]=[C:20]([N+:24]([O-])=O)[CH:19]=4)=[CH:15][CH:16]=3)[N:11]([C:27]3[N:32]=[CH:31][N:30]=[C:29]([NH:33][CH3:34])[CH:28]=3)[CH:10]=2)=[CH:5][CH:4]=1. (5) Given the product [CH3:1][C@H:2]1[CH2:33][C:32]([CH3:34])=[CH:31][C@@H:30]([CH2:35][CH:36]=[CH2:37])[C:28](=[O:29])[CH2:27][C@H:26]([OH:38])[C@@H:25]([CH3:39])[C@@H:24](/[C:40](/[CH3:51])=[CH:41]/[C@H:42]2[CH2:47][C@@H:46]([O:48][CH3:49])[C@H:45]([OH:50])[CH2:44][CH2:43]2)[O:23][C:21](=[O:22])[C@H:20]2[N:15]([CH2:16][CH2:17][CH2:18][CH2:19]2)[C:13](=[O:14])[C:11](=[O:12])[C@:9]2([OH:52])[O:10][C@@H:5]([C@@H:6]([O:54][CH3:55])[CH2:7][C@H:8]2[CH3:53])[C@@H:4]([O:56][CH3:57])[CH2:3]1.[CH3:1][C@H:2]1[CH2:33][C:32]([CH3:34])=[CH:31][C@@H:30]([CH2:35][CH:36]=[CH2:37])[C:28](=[O:29])[CH2:27][C@H:26]([OH:38])[C@@H:25]([CH3:39])[C@@H:24](/[C:40](/[CH3:51])=[CH:41]/[C@H:42]2[CH2:47][C@@H:46]([O:48][CH3:49])[C@H:45]([OH:50])[CH2:44][CH2:43]2)[O:23][C:21](=[O:22])[C@H:20]2[N:15]([CH2:16][CH2:17][CH2:18][CH2:19]2)[C:13](=[O:14])[C:11](=[O:12])[C@:9]2([OH:52])[O:10][C@@H:5]([C@@H:6]([O:54][CH3:55])[CH2:7][C@H:8]2[CH3:53])[C@@H:4]([O:56][CH3:57])[CH2:3]1, predict the reactants needed to synthesize it. The reactants are: [CH3:1][C@H:2]1[CH2:33][C:32]([CH3:34])=[CH:31][C@@H:30]([CH2:35][CH:36]=[CH2:37])[C:28](=[O:29])[CH2:27][C@H:26]([OH:38])[C@@H:25]([CH3:39])[C@@H:24](/[C:40](/[CH3:51])=[CH:41]/[C@H:42]2[CH2:47][C@@H:46]([O:48][CH3:49])[C@H:45]([OH:50])[CH2:44][CH2:43]2)[O:23][C:21](=[O:22])[C@H:20]2[N:15]([CH2:16][CH2:17][CH2:18][CH2:19]2)[C:13](=[O:14])[C:11](=[O:12])[C@:9]2([OH:52])[O:10][C@@H:5]([C@@H:6]([O:54][CH3:55])[CH2:7][C@H:8]2[CH3:53])[C@@H:4]([O:56][CH3:57])[CH2:3]1. (6) Given the product [CH3:37][O:36][C:33]1[N:34]=[CH:35][C:30]([CH2:29][N:1]2[C:9]3[C:4](=[CH:5][CH:6]=[CH:7][CH:8]=3)[C:3]3([CH2:13][O:12][C:11]4[CH:14]=[C:15]5[C:19](=[CH:20][C:10]3=4)[CH2:18][CH2:17][O:16]5)[C:2]2=[O:21])=[CH:31][N:32]=1, predict the reactants needed to synthesize it. The reactants are: [NH:1]1[C:9]2[C:4](=[CH:5][CH:6]=[CH:7][CH:8]=2)[C:3]2([CH2:13][O:12][C:11]3[CH:14]=[C:15]4[C:19](=[CH:20][C:10]2=3)[CH2:18][CH2:17][O:16]4)[C:2]1=[O:21].C(=O)([O-])[O-].[Cs+].[Cs+].Cl[CH2:29][C:30]1[CH:31]=[N:32][C:33]([O:36][CH3:37])=[N:34][CH:35]=1.O. (7) Given the product [C:1]([C:3]1[CH:11]=[CH:10][C:6]([C:7]([O:9][CH3:15])=[O:8])=[C:5]([F:12])[CH:4]=1)#[N:2], predict the reactants needed to synthesize it. The reactants are: [C:1]([C:3]1[CH:11]=[CH:10][C:6]([C:7]([OH:9])=[O:8])=[C:5]([F:12])[CH:4]=1)#[N:2].CI.[C:15](=O)([O-])[O-].[K+].[K+]. (8) Given the product [C:8]([NH:16][C:17]1[CH:29]=[C:28]([C:30]2[CH:35]=[CH:34][C:33]([CH3:36])=[C:32]([Cl:37])[CH:31]=2)[CH:27]=[CH:26][C:18]=1[C:19]([OH:21])=[O:20])(=[O:15])[C:9]1[CH:10]=[CH:11][CH:12]=[CH:13][CH:14]=1, predict the reactants needed to synthesize it. The reactants are: FC(F)(F)C(O)=O.[C:8]([NH:16][C:17]1[CH:29]=[C:28]([C:30]2[CH:35]=[CH:34][C:33]([CH3:36])=[C:32]([Cl:37])[CH:31]=2)[CH:27]=[CH:26][C:18]=1[C:19]([O:21]C(C)(C)C)=[O:20])(=[O:15])[C:9]1[CH:14]=[CH:13][CH:12]=[CH:11][CH:10]=1.